Dataset: Peptide-MHC class II binding affinity with 134,281 pairs from IEDB. Task: Regression. Given a peptide amino acid sequence and an MHC pseudo amino acid sequence, predict their binding affinity value. This is MHC class II binding data. (1) The peptide sequence is LCLMMIMPAALAFHL. The MHC is DRB1_0101 with pseudo-sequence DRB1_0101. The binding affinity (normalized) is 0.647. (2) The peptide sequence is CTGMLKRRLGLMSLS. The MHC is DRB3_0101 with pseudo-sequence DRB3_0101. The binding affinity (normalized) is 0.152. (3) The peptide sequence is DGLVRDANNYEQQEQ. The MHC is DRB1_0101 with pseudo-sequence DRB1_0101. The binding affinity (normalized) is 0.